Dataset: Forward reaction prediction with 1.9M reactions from USPTO patents (1976-2016). Task: Predict the product of the given reaction. (1) Given the reactants CC(C)([O-])C.[Na+].[C:7]([C:9]1[CH:14]=[CH:13][C:12]([CH:15]([C:30]2[C:35](=O)[CH2:34][CH:33]([C:37]3[CH:42]=[C:41]([O:43][CH3:44])[C:40]([O:45][CH3:46])=[C:39]([O:47][CH3:48])[CH:38]=3)[CH2:32][C:31]=2[O:49]CC)[NH:16][C:17]([NH:19][C:20]2[CH:25]=[CH:24][CH:23]=[C:22]([C:26]([F:29])([F:28])[F:27])[CH:21]=2)=[O:18])=[CH:11][CH:10]=1)#[N:8].O, predict the reaction product. The product is: [O:18]=[C:17]1[NH:16][CH:15]([C:12]2[CH:11]=[CH:10][C:9]([C:7]#[N:8])=[CH:14][CH:13]=2)[C:30]2[C:31](=[O:49])[CH2:32][CH:33]([C:37]3[CH:38]=[C:39]([O:47][CH3:48])[C:40]([O:45][CH3:46])=[C:41]([O:43][CH3:44])[CH:42]=3)[CH2:34][C:35]=2[N:19]1[C:20]1[CH:25]=[CH:24][CH:23]=[C:22]([C:26]([F:27])([F:28])[F:29])[CH:21]=1. (2) Given the reactants Br[C:2]1[CH:17]=[CH:16][C:5]([CH2:6][CH2:7][NH:8][C:9](=[O:15])[O:10][C:11]([CH3:14])([CH3:13])[CH3:12])=[CH:4][CH:3]=1.[C:18](=[O:21])([O-])[O-].[Na+].[Na+].CO, predict the reaction product. The product is: [O:21]=[C:18]1[NH:8][CH:7]=[C:6]([C:2]2[CH:17]=[CH:16][C:5]([CH2:6][CH2:7][NH:8][C:9](=[O:15])[O:10][C:11]([CH3:14])([CH3:13])[CH3:12])=[CH:4][CH:3]=2)[CH:5]=[CH:4]1. (3) Given the reactants [CH3:1][C:2]1[N:7]=[C:6]([C:8]2[CH:13]=[CH:12][CH:11]=[CH:10][C:9]=2[C:14]([F:17])([F:16])[F:15])[N:5]=[C:4]([NH2:18])[C:3]=1[N+:19]([O-:21])=[O:20].[H-].[Na+].[C:24]([C:28]1[CH:29]=[C:30]([C:34](Cl)=[O:35])[N:31]([CH3:33])[N:32]=1)([CH3:27])([CH3:26])[CH3:25], predict the reaction product. The product is: [CH3:1][C:2]1[N:7]=[C:6]([C:8]2[CH:13]=[CH:12][CH:11]=[CH:10][C:9]=2[C:14]([F:15])([F:16])[F:17])[N:5]=[C:4]([NH:18][C:34]([C:30]2[N:31]([CH3:33])[N:32]=[C:28]([C:24]([CH3:26])([CH3:25])[CH3:27])[CH:29]=2)=[O:35])[C:3]=1[N+:19]([O-:21])=[O:20].